Dataset: Full USPTO retrosynthesis dataset with 1.9M reactions from patents (1976-2016). Task: Predict the reactants needed to synthesize the given product. (1) Given the product [F:1][C:2]1[CH:3]=[C:4]([C:9]2[CH:14]=[CH:13][CH:12]=[CH:11][C:10]=2[S:15]([CH3:18])(=[O:17])=[O:16])[CH:5]=[CH:6][C:7]=1[NH:8][C:24](=[O:27])[CH:25]=[CH2:26], predict the reactants needed to synthesize it. The reactants are: [F:1][C:2]1[CH:3]=[C:4]([C:9]2[CH:14]=[CH:13][CH:12]=[CH:11][C:10]=2[S:15]([CH3:18])(=[O:17])=[O:16])[CH:5]=[CH:6][C:7]=1[NH2:8].C([O-])(O)=O.[Na+].[C:24](Cl)(=[O:27])[CH:25]=[CH2:26]. (2) Given the product [Cl:1][C:2]1[CH:3]=[C:4]([NH:9][C:10]2[N:14]=[C:13]([NH:15][CH2:16][C:18]3[CH:19]=[C:20]([CH:28]=[CH:29][CH:30]=3)[C:21]([O:23][C:24]([CH3:27])([CH3:25])[CH3:26])=[O:22])[NH:12][N:11]=2)[CH:5]=[C:6]([Cl:8])[CH:7]=1, predict the reactants needed to synthesize it. The reactants are: [Cl:1][C:2]1[CH:3]=[C:4]([NH:9][C:10]2[N:14]=[C:13]([NH2:15])[NH:12][N:11]=2)[CH:5]=[C:6]([Cl:8])[CH:7]=1.[CH:16]([C:18]1[CH:19]=[C:20]([CH:28]=[CH:29][CH:30]=1)[C:21]([O:23][C:24]([CH3:27])([CH3:26])[CH3:25])=[O:22])=O.[BH4-].[Na+]. (3) Given the product [N:30]([CH2:12][CH:13]1[CH2:17][C:16]2[CH:18]=[CH:19][CH:20]=[C:21]([C:22]3[CH:27]=[CH:26][CH:25]=[C:24]([O:28][CH3:29])[CH:23]=3)[C:15]=2[O:14]1)=[N+:31]=[N-:32], predict the reactants needed to synthesize it. The reactants are: CC1C=CC(S(O[CH2:12][CH:13]2[CH2:17][C:16]3[CH:18]=[CH:19][CH:20]=[C:21]([C:22]4[CH:27]=[CH:26][CH:25]=[C:24]([O:28][CH3:29])[CH:23]=4)[C:15]=3[O:14]2)(=O)=O)=CC=1.[N-:30]=[N+:31]=[N-:32].[Na+]. (4) Given the product [CH3:1][O:2][C:3]([CH:5]1[CH2:10][CH2:9][N:8]([CH2:24][C:23]([O:22][C:18]([CH3:21])([CH3:20])[CH3:19])=[O:26])[CH2:7][CH2:6]1)=[O:4], predict the reactants needed to synthesize it. The reactants are: [CH3:1][O:2][C:3]([CH:5]1[CH2:10][CH2:9][NH:8][CH2:7][CH2:6]1)=[O:4].CCN(CC)CC.[C:18]([O:22][C:23](=[O:26])[CH2:24]Br)([CH3:21])([CH3:20])[CH3:19]. (5) Given the product [CH:10]1[CH:15]=[C:14]2[C:16]3[C:17]4[C:25]([C:26](=[O:27])[C:13]2=[CH:12][CH:11]=1)=[N:24][CH:23]=[C:22]([Br:7])[C:18]=4[CH:19]=[CH:20][N:21]=3, predict the reactants needed to synthesize it. The reactants are: C1C=C[NH+]=CC=1.[Br:7][Br-]Br.[CH:10]1[CH:11]=[CH:12][C:13]2[C:26](=[O:27])[C:25]3[C:17]4[C:18]([CH:22]=[CH:23][N:24]=3)=[CH:19][CH:20]=[N:21][C:16]=4[C:14]=2[CH:15]=1.C(=O)(O)[O-].[Na+]. (6) Given the product [Br:1][C:2]1[CH:3]=[C:4]2[C:8](=[CH:9][CH:10]=1)[C:7](=[O:11])[C:6](=[N:17][OH:16])[CH2:5]2, predict the reactants needed to synthesize it. The reactants are: [Br:1][C:2]1[CH:3]=[C:4]2[C:8](=[CH:9][CH:10]=1)[C:7](=[O:11])[CH2:6][CH2:5]2.C([O:16][N:17]=O)CCC. (7) Given the product [CH3:1][O:2][C:3]1[C:8]2[CH2:9][CH2:10][CH2:11][CH:12]([N:14]3[CH2:15][CH2:16][O:17][CH2:18][CH2:19]3)[CH2:13][C:7]=2[C:6]([NH2:20])=[CH:5][CH:4]=1, predict the reactants needed to synthesize it. The reactants are: [CH3:1][O:2][C:3]1[C:8]2[CH2:9][CH2:10][CH2:11][CH:12]([N:14]3[CH2:19][CH2:18][O:17][CH2:16][CH2:15]3)[CH2:13][C:7]=2[C:6]([N+:20]([O-])=O)=[CH:5][CH:4]=1. (8) Given the product [C:1]([C:4]1[CH:5]=[CH:6][N:7]([C:10]2[CH:11]=[CH:12][C:13]([CH2:16][CH2:17][C:18]3[CH:19]=[CH:20][C:21]([CH2:24][CH2:25][C:26]([NH:31][NH:30][C:29]([O:33][C:34]([CH3:37])([CH3:36])[CH3:35])=[O:32])=[O:27])=[CH:22][CH:23]=3)=[N:14][CH:15]=2)[CH2:8][CH:9]=1)(=[O:3])[CH3:2], predict the reactants needed to synthesize it. The reactants are: [C:1]([C:4]1[CH:9]=[CH:8][N:7]([C:10]2[CH:11]=[CH:12][C:13]([CH2:16][CH2:17][C:18]3[CH:23]=[CH:22][C:21]([CH2:24][CH2:25][C:26](O)=[O:27])=[CH:20][CH:19]=3)=[N:14][CH:15]=2)[CH2:6][CH:5]=1)(=[O:3])[CH3:2].[C:29]([O:33][C:34]([CH3:37])([CH3:36])[CH3:35])(=[O:32])[NH:30][NH2:31]. (9) Given the product [Cl:3][CH:20]([C:21]1[CH:26]=[CH:25][C:24]([N:27]2[CH:31]=[C:30]([CH3:32])[N:29]=[CH:28]2)=[C:23]([O:33][CH3:34])[CH:22]=1)[CH:16]1[CH2:17][CH2:18][CH2:19][N:14]([CH2:12][C:9]2[CH:10]=[CH:11][C:6]([F:5])=[CH:7][CH:8]=2)[C:15]1=[O:36], predict the reactants needed to synthesize it. The reactants are: S(Cl)([Cl:3])=O.[F:5][C:6]1[CH:11]=[CH:10][C:9]([CH:12]([N:14]2[CH2:19][CH2:18][CH2:17][CH:16]([CH:20](O)[C:21]3[CH:26]=[CH:25][C:24]([N:27]4[CH:31]=[C:30]([CH3:32])[N:29]=[CH:28]4)=[C:23]([O:33][CH3:34])[CH:22]=3)[C:15]2=[O:36])C)=[CH:8][CH:7]=1.C(=O)(O)[O-].[Na+].